From a dataset of Catalyst prediction with 721,799 reactions and 888 catalyst types from USPTO. Predict which catalyst facilitates the given reaction. The catalyst class is: 286. Product: [Cl:1][C:2]1[N:3]=[N:4][C:5]([C:11]2[CH:16]=[CH:15][CH:14]=[C:13]([F:17])[C:12]=2[F:18])=[CH:6][C:7]=1[C:8]#[N:10]. Reactant: [Cl:1][C:2]1[N:3]=[N:4][C:5]([C:11]2[CH:16]=[CH:15][CH:14]=[C:13]([F:17])[C:12]=2[F:18])=[CH:6][C:7]=1[C:8]([NH2:10])=O.